Dataset: Forward reaction prediction with 1.9M reactions from USPTO patents (1976-2016). Task: Predict the product of the given reaction. (1) The product is: [C:25]([Si:28]([CH3:30])([CH3:29])[O:21][CH2:20][CH2:19][O:18][CH2:17][CH2:16][O:15][C:14]1[CH:13]=[CH:12][C:11]([CH:10]=[CH:9][C:6]2[CH:5]=[CH:4][C:3]([NH:2][CH3:1])=[CH:8][CH:7]=2)=[CH:23][CH:22]=1)([CH3:27])([CH3:26])[CH3:24]. Given the reactants [CH3:1][NH:2][C:3]1[CH:8]=[CH:7][C:6]([CH:9]=[CH:10][C:11]2[CH:23]=[CH:22][C:14]([O:15][CH2:16][CH2:17][O:18][CH2:19][CH2:20][OH:21])=[CH:13][CH:12]=2)=[CH:5][CH:4]=1.[CH3:24][C:25]([Si:28](Cl)([CH3:30])[CH3:29])([CH3:27])[CH3:26].N1C=CN=C1, predict the reaction product. (2) Given the reactants C(N(S(F)(F)[F:7])CC)C.[CH:10]([O:13][C:14]1[CH:19]=[CH:18][C:17]([N:20]2[C:24]3[CH:25]=[CH:26][C:27](/[CH:29]=[CH:30]\[C:31]4[CH:36]=[CH:35][C:34]([C:37](O)([CH3:39])[CH3:38])=[CH:33][CH:32]=4)=[CH:28][C:23]=3[N:22]=[CH:21]2)=[CH:16][CH:15]=1)([CH3:12])[CH3:11], predict the reaction product. The product is: [F:7][C:37]([C:34]1[CH:35]=[CH:36][C:31](/[CH:30]=[CH:29]\[C:27]2[CH:26]=[CH:25][C:24]3[N:20]([C:17]4[CH:18]=[CH:19][C:14]([O:13][CH:10]([CH3:12])[CH3:11])=[CH:15][CH:16]=4)[CH:21]=[N:22][C:23]=3[CH:28]=2)=[CH:32][CH:33]=1)([CH3:39])[CH3:38].